Dataset: Forward reaction prediction with 1.9M reactions from USPTO patents (1976-2016). Task: Predict the product of the given reaction. Given the reactants [C:1]([O:5][C:6](=[O:39])[NH:7][C:8]1([C:12]2[CH:17]=[CH:16][C:15]([C:18]3[N:19]=[C:20]4[CH:25]=[C:24]([C:26](=[O:31])N(OC)C)[CH:23]=[CH:22][N:21]4[C:32]=3[C:33]3[CH:38]=[CH:37][CH:36]=[CH:35][CH:34]=3)=[CH:14][CH:13]=2)[CH2:11][CH2:10][CH2:9]1)([CH3:4])([CH3:3])[CH3:2].[CH3:40][Mg]Cl.[NH4+].[Cl-], predict the reaction product. The product is: [C:1]([O:5][C:6](=[O:39])[NH:7][C:8]1([C:12]2[CH:17]=[CH:16][C:15]([C:18]3[N:19]=[C:20]4[CH:25]=[C:24]([C:26](=[O:31])[CH3:40])[CH:23]=[CH:22][N:21]4[C:32]=3[C:33]3[CH:38]=[CH:37][CH:36]=[CH:35][CH:34]=3)=[CH:14][CH:13]=2)[CH2:11][CH2:10][CH2:9]1)([CH3:3])([CH3:2])[CH3:4].